Task: Predict the reactants needed to synthesize the given product.. Dataset: Full USPTO retrosynthesis dataset with 1.9M reactions from patents (1976-2016) The reactants are: [CH3:1][O:2][C:3]1[CH:4]=[CH:5][C:6]2[N:7]([C:9]([C:12]([O:14]CC)=O)=[N:10][N:11]=2)[CH:8]=1.O[Li].O.Cl.Cl.[C:22]([C:26]1[CH:36]=[CH:35][CH:34]=[CH:33][C:27]=1[O:28][CH2:29][CH2:30][NH:31][CH3:32])([CH3:25])([CH3:24])[CH3:23].F[P-](F)(F)(F)(F)F.N1(O[P+](N(C)C)(N(C)C)N(C)C)C2C=CC=CC=2N=N1.CCN(C(C)C)C(C)C. Given the product [C:22]([C:26]1[CH:36]=[CH:35][CH:34]=[CH:33][C:27]=1[O:28][CH2:29][CH2:30][N:31]([CH3:32])[C:12]([C:9]1[N:7]2[CH:8]=[C:3]([O:2][CH3:1])[CH:4]=[CH:5][C:6]2=[N:11][N:10]=1)=[O:14])([CH3:25])([CH3:23])[CH3:24], predict the reactants needed to synthesize it.